Binary classification across 12 toxicity assays. From a dataset of Tox21: 12 toxicity assays (nuclear receptors and stress response pathways). The drug is O=c1cccccc1O. It tested positive (active) for: NR-Aromatase (Aromatase enzyme inhibition).